Predict the reaction yield, written as a fraction of the theoretical maximum amount of product (1.0 means a 100% yield; for example, 0.34 means a 34% yield). From a dataset of Reaction yield outcomes from USPTO patents with 853,638 reactions. (1) The reactants are C([O:5][C:6](=[O:40])[C:7]1[CH:12]=[CH:11][C:10]([CH2:13][N:14]2[C:19](=[O:20])[C:18]3[CH:21]=[C:22]([C:24](=[O:37])[NH:25][CH2:26][C:27]4[CH:32]=[CH:31][C:30]([O:33][CH3:34])=[C:29]([O:35][CH3:36])[CH:28]=4)[S:23][C:17]=3[N:16]([CH3:38])[C:15]2=[O:39])=[CH:9][CH:8]=1)(C)(C)C. The catalyst is C(O)(C(F)(F)F)=O. The product is [CH3:36][O:35][C:29]1[CH:28]=[C:27]([CH:32]=[CH:31][C:30]=1[O:33][CH3:34])[CH2:26][NH:25][C:24]([C:22]1[S:23][C:17]2[N:16]([CH3:38])[C:15](=[O:39])[N:14]([CH2:13][C:10]3[CH:11]=[CH:12][C:7]([C:6]([OH:40])=[O:5])=[CH:8][CH:9]=3)[C:19](=[O:20])[C:18]=2[CH:21]=1)=[O:37]. The yield is 0.730. (2) The reactants are [H-].[Na+].[CH3:3][NH:4][C:5](=[O:10])[C:6]([F:9])([F:8])[F:7].Br[CH2:12][CH2:13][CH2:14][CH2:15][CH:16]=[CH2:17].O. The catalyst is CN(C=O)C. The product is [F:7][C:6]([F:9])([F:8])[C:5]([N:4]([CH2:17][CH2:16][CH2:15][CH2:14][CH:13]=[CH2:12])[CH3:3])=[O:10]. The yield is 0.560. (3) The reactants are [CH3:1][O:2][C:3]1[CH:8]=[CH:7][CH:6]=[CH:5][C:4]=1[OH:9].F[C:11]1[CH:18]=[CH:17][C:14]([C:15]#[N:16])=[CH:13][C:12]=1[N+:19]([O-:21])=[O:20].[CH3:22][O:23][C:24]1[CH:39]=[CH:38][CH:37]=[CH:36][C:25]=1[O:26][C:27]1[CH:34]=[CH:33][C:30]([C:31]#[N:32])=[CH:29][C:28]=1[NH2:35].[NH2:40][C:41]1[S:42][CH:43]=[CH:44][N:45]=1. No catalyst specified. The product is [CH3:1][O:2][C:3]1[CH:8]=[CH:7][CH:6]=[CH:5][C:4]=1[O:9][C:11]1[CH:18]=[CH:17][C:14]([C:15]#[N:16])=[CH:13][C:12]=1[N+:19]([O-:21])=[O:20].[C:31]([C:30]1[CH:33]=[CH:34][C:27]([O:26][C:25]2[CH:36]=[CH:37][CH:38]=[CH:39][C:24]=2[O:23][CH3:22])=[C:28]([NH:35][C:4]([NH:40][C:41]2[S:42][CH:43]=[CH:44][N:45]=2)=[O:9])[CH:29]=1)#[N:32]. The yield is 0.810. (4) The reactants are [CH2:1]([O:8][C:9]([N:11]1[CH2:16][CH2:15][CH2:14][CH:13]([C:17]2[CH:22]=[CH:21][C:20]([CH3:23])=[C:19]([OH:24])[CH:18]=2)[CH2:12]1)=[O:10])[C:2]1[CH:7]=[CH:6][CH:5]=[CH:4][CH:3]=1.C(=O)([O-])[O-].[Cs+].[Cs+].[CH2:31]([O:33][C:34](=[O:39])[C:35](Br)([CH3:37])[CH3:36])[CH3:32]. The yield is 0.450. The catalyst is CN(C)C=O.O. The product is [CH2:1]([O:8][C:9]([N:11]1[CH2:16][CH2:15][CH2:14][CH:13]([C:17]2[CH:22]=[CH:21][C:20]([CH3:23])=[C:19]([O:24][C:35]([C:34]([O:33][CH2:31][CH3:32])=[O:39])([CH3:37])[CH3:36])[CH:18]=2)[CH2:12]1)=[O:10])[C:2]1[CH:3]=[CH:4][CH:5]=[CH:6][CH:7]=1. (5) The reactants are [CH3:1][C:2]1[CH:3]=[CH:4][CH:5]=[C:6]([OH:13])[C:7]=1[C:8]([O:10][CH2:11][CH3:12])=[O:9].O.[OH-].[Li+].S(OC)(O[CH3:21])(=O)=O. The catalyst is C1COCC1.C(OCC)C. The product is [CH3:21][O:13][C:6]1[CH:5]=[CH:4][CH:3]=[C:2]([CH3:1])[C:7]=1[C:8]([O:10][CH2:11][CH3:12])=[O:9]. The yield is 0.910. (6) The reactants are [NH2:1][C:2]1[CH:14]=[C:13]([O:15][CH2:16][C@@H:17]2[CH2:21][CH2:20][CH2:19][N:18]2[CH3:22])[CH:12]=[CH:11][C:3]=1[C:4]([O:6][C:7]([CH3:10])([CH3:9])[CH3:8])=[O:5].[O:23]1[CH2:28][CH2:27][C:26](=O)[CH2:25][CH2:24]1.C(O)(C(F)(F)F)=O. The catalyst is C(Cl)Cl. The product is [CH3:22][N:18]1[CH2:19][CH2:20][CH2:21][C@H:17]1[CH2:16][O:15][C:13]1[CH:12]=[CH:11][C:3]([C:4]([O:6][C:7]([CH3:9])([CH3:8])[CH3:10])=[O:5])=[C:2]([NH:1][CH:26]2[CH2:27][CH2:28][O:23][CH2:24][CH2:25]2)[CH:14]=1. The yield is 0.880. (7) The reactants are C([O:8][CH2:9][C:10]1[N:14]([CH2:15][CH2:16][CH:17]([CH3:19])[CH3:18])[C:13]2[CH:20]=[CH:21][C:22]([C:24]#[N:25])=[CH:23][C:12]=2[N:11]=1)C1C=CC=CC=1. The catalyst is CO.Cl.[Pd]. The product is [NH2:25][CH2:24][C:22]1[CH:21]=[CH:20][C:13]2[N:14]([CH2:15][CH2:16][CH:17]([CH3:18])[CH3:19])[C:10]([CH2:9][OH:8])=[N:11][C:12]=2[CH:23]=1. The yield is 1.00. (8) The reactants are [NH2:1][C:2]1[C:7]([CH3:8])=[CH:6][C:5]([C:9]2[NH:18][C:17](=[O:19])[C:16]3[C:11](=[CH:12][C:13]([O:22][CH3:23])=[CH:14][C:15]=3[O:20][CH3:21])[N:10]=2)=[CH:4][C:3]=1[CH3:24].[CH:25]([N:28]([CH:31](C)C)[CH2:29]C)(C)C.CS(Cl)(=O)=O. The catalyst is CN(C=O)C.CCOC(C)=O. The product is [CH3:21][O:20][C:15]1[CH:14]=[C:13]([O:22][CH3:23])[CH:12]=[C:11]2[C:16]=1[C:17](=[O:19])[NH:18][C:9]([C:5]1[CH:6]=[C:7]([CH3:8])[C:2](/[N:1]=[CH:25]/[N:28]([CH3:31])[CH3:29])=[C:3]([CH3:24])[CH:4]=1)=[N:10]2. The yield is 0.450. (9) The reactants are [C:1]([CH:9]1[CH2:14][CH2:13][CH2:12][CH2:11][C:10]1=O)(=[O:8])[C:2]1[CH:7]=[CH:6][CH:5]=[CH:4][CH:3]=1.[CH3:16][O:17][C:18](=[O:29])[C@H:19]([CH2:21][C:22]1[CH:27]=[CH:26][C:25]([OH:28])=[CH:24][CH:23]=1)[NH2:20].O.CO. The catalyst is C1(OC)C=CC=CC=1.[Pd]. The product is [CH3:16][O:17][C:18](=[O:29])[CH:19]([NH:20][C:10]1[CH:11]=[CH:12][CH:13]=[CH:14][C:9]=1[C:1](=[O:8])[C:2]1[CH:3]=[CH:4][CH:5]=[CH:6][CH:7]=1)[CH2:21][C:22]1[CH:27]=[CH:26][C:25]([OH:28])=[CH:24][CH:23]=1. The yield is 0.401.